This data is from Peptide-MHC class I binding affinity with 185,985 pairs from IEDB/IMGT. The task is: Regression. Given a peptide amino acid sequence and an MHC pseudo amino acid sequence, predict their binding affinity value. This is MHC class I binding data. (1) The peptide sequence is RRDNRRGL. The MHC is Mamu-B08 with pseudo-sequence Mamu-B08. The binding affinity (normalized) is 0.641. (2) The peptide sequence is RLYDYFTRV. The MHC is H-2-Kb with pseudo-sequence H-2-Kb. The binding affinity (normalized) is 0.563. (3) The peptide sequence is WLGWGHAWV. The MHC is HLA-B39:01 with pseudo-sequence HLA-B39:01. The binding affinity (normalized) is 0.0847. (4) The peptide sequence is AGPKLIAAL. The MHC is H-2-Kd with pseudo-sequence H-2-Kd. The binding affinity (normalized) is 0.611. (5) The peptide sequence is MVFGRFSFA. The MHC is HLA-A25:01 with pseudo-sequence HLA-A25:01. The binding affinity (normalized) is 0.0847. (6) The peptide sequence is YPALETIQV. The MHC is HLA-B53:01 with pseudo-sequence HLA-B53:01. The binding affinity (normalized) is 0.362.